From a dataset of Catalyst prediction with 721,799 reactions and 888 catalyst types from USPTO. Predict which catalyst facilitates the given reaction. (1) Reactant: [C:1]([O:5][C:6]([N:8]1[CH2:12][CH:11]([S:13][C:14]2[CH:19]=[CH:18][C:17]([OH:20])=[CH:16][CH:15]=2)[CH:10]([OH:21])[CH2:9]1)=[O:7])([CH3:4])([CH3:3])[CH3:2].C([O-])([O-])=O.[K+].[K+].[CH2:28](Br)[C:29]1[CH:34]=[CH:33][CH:32]=[CH:31][CH:30]=1. Product: [C:1]([O:5][C:6]([N:8]1[CH2:9][CH:10]([OH:21])[CH:11]([S:13][C:14]2[CH:15]=[CH:16][C:17]([O:20][CH2:28][C:29]3[CH:34]=[CH:33][CH:32]=[CH:31][CH:30]=3)=[CH:18][CH:19]=2)[CH2:12]1)=[O:7])([CH3:4])([CH3:2])[CH3:3]. The catalyst class is: 21. (2) The catalyst class is: 10. Reactant: [CH2:1]([N:8]1[C@@H:13]2[C@H:14]([C:16]3[NH:20][N:19]=[N:18][N:17]=3)[CH2:15][C@@:9]1([C:37]1[CH:42]=[CH:41][CH:40]=[CH:39][CH:38]=1)[C@H:10]([O:21][CH2:22][C:23]1[CH:28]=[C:27]([C:29]([F:32])([F:31])[F:30])[CH:26]=[C:25]([C:33]([F:36])([F:35])[F:34])[CH:24]=1)[CH2:11][CH2:12]2)[C:2]1[CH:7]=[CH:6][CH:5]=[CH:4][CH:3]=1.Br[CH2:44][C:45]([O:47][CH3:48])=[O:46].C(=O)([O-])[O-].[K+].[K+]. Product: [CH2:1]([N:8]1[C@@H:13]2[C@H:14]([C:16]3[N:17]([CH2:44][C:45]([O:47][CH3:48])=[O:46])[N:18]=[N:19][N:20]=3)[CH2:15][C@@:9]1([C:37]1[CH:42]=[CH:41][CH:40]=[CH:39][CH:38]=1)[C@H:10]([O:21][CH2:22][C:23]1[CH:24]=[C:25]([C:33]([F:36])([F:35])[F:34])[CH:26]=[C:27]([C:29]([F:30])([F:31])[F:32])[CH:28]=1)[CH2:11][CH2:12]2)[C:2]1[CH:7]=[CH:6][CH:5]=[CH:4][CH:3]=1. (3) Product: [C:1]1([N:7]2[C:12]3[CH:13]=[CH:14][CH:15]=[CH:16][C:11]=3[CH2:10][CH2:9][S:8]2(=[O:18])=[O:19])[CH:2]=[CH:3][CH:4]=[CH:5][CH:6]=1. Reactant: [C:1]1([N:7]2[C:12]3[CH:13]=[CH:14][CH:15]=[CH:16][C:11]=3[C:10](=O)[CH2:9][S:8]2(=[O:19])=[O:18])[CH:6]=[CH:5][CH:4]=[CH:3][CH:2]=1.C([SiH](CC)CC)C. The catalyst class is: 330. (4) Reactant: [NH2:1][C:2]1[S:3][C:4]([N+:10]([O-:12])=[O:11])=[CH:5][C:6]=1[N+:7]([O-:9])=[O:8].C(O)(=O)CC.N(OS(=O)(=O)O)=O.[CH:25]([O:27][C:28](=[O:40])[CH2:29][CH2:30][N:31]([CH2:38][CH3:39])[C:32]1[CH:37]=[CH:36][CH:35]=[CH:34][CH:33]=1)=[CH2:26].S(=O)(=O)(O)[NH2:42]. Product: [CH:25]([O:27][C:28](=[O:40])[CH2:29][CH2:30][N:31]([C:32]1[CH:37]=[CH:36][C:35]([N:42]=[N:1][C:2]2[S:3][C:4]([N+:10]([O-:12])=[O:11])=[CH:5][C:6]=2[N+:7]([O-:9])=[O:8])=[CH:34][CH:33]=1)[CH2:38][CH3:39])=[CH2:26]. The catalyst class is: 130.